From a dataset of Peptide-MHC class I binding affinity with 185,985 pairs from IEDB/IMGT. Regression. Given a peptide amino acid sequence and an MHC pseudo amino acid sequence, predict their binding affinity value. This is MHC class I binding data. The peptide sequence is SSPPAYVQQ. The MHC is Mamu-A01 with pseudo-sequence Mamu-A01. The binding affinity (normalized) is 0.576.